From a dataset of Forward reaction prediction with 1.9M reactions from USPTO patents (1976-2016). Predict the product of the given reaction. Given the reactants [C:1]1(B(O)O)[CH:6]=[CH:5][CH:4]=[CH:3][CH:2]=1.Cl[C:11]1[CH:16]=[CH:15][N:14]=[C:13]([NH:17][C:18]2[CH:19]=[CH:20][C:21]([F:37])=[C:22]([C@:24]3([CH2:35][F:36])[CH2:29][C@@H:28]([C:30]([F:33])([F:32])[F:31])[O:27][C:26]([NH2:34])=[N:25]3)[CH:23]=2)[CH:12]=1, predict the reaction product. The product is: [F:37][C:21]1[CH:20]=[CH:19][C:18]([NH:17][C:13]2[CH:12]=[C:11]([C:1]3[CH:6]=[CH:5][CH:4]=[CH:3][CH:2]=3)[CH:16]=[CH:15][N:14]=2)=[CH:23][C:22]=1[C@:24]1([CH2:35][F:36])[CH2:29][C@@H:28]([C:30]([F:33])([F:32])[F:31])[O:27][C:26]([NH2:34])=[N:25]1.